Dataset: Forward reaction prediction with 1.9M reactions from USPTO patents (1976-2016). Task: Predict the product of the given reaction. (1) Given the reactants [C:1]1([S:7][C:8]2[CH:9]=[C:10]([C:17]([OH:19])=O)[C:11](=[CH:15][CH:16]=2)[C:12]([OH:14])=O)[CH:6]=[CH:5][CH:4]=[CH:3][CH:2]=1.[NH2:20][CH2:21][C:22]([OH:24])=[O:23], predict the reaction product. The product is: [O:14]=[C:12]1[C:11]2[C:10](=[CH:9][C:8]([S:7][C:1]3[CH:2]=[CH:3][CH:4]=[CH:5][CH:6]=3)=[CH:16][CH:15]=2)[C:17](=[O:19])[N:20]1[CH2:21][C:22]([OH:24])=[O:23]. (2) Given the reactants [Cl:1][CH2:2][CH2:3][CH2:4][CH2:5][C:6]1([CH2:16][CH3:17])[C:14]2[C:9](=[CH:10][CH:11]=[CH:12][CH:13]=2)[NH:8][C:7]1=[O:15].[F:18][C:19]1[CH:24]=[CH:23][C:22]([N:25]2[CH2:30][CH2:29][NH:28][CH2:27][CH2:26]2)=[C:21]([CH3:31])[CH:20]=1, predict the reaction product. The product is: [ClH:1].[CH2:16]([C:6]1([CH2:5][CH2:4][CH2:3][CH2:2][N:28]2[CH2:27][CH2:26][N:25]([C:22]3[CH:23]=[CH:24][C:19]([F:18])=[CH:20][C:21]=3[CH3:31])[CH2:30][CH2:29]2)[C:14]2[C:9](=[CH:10][CH:11]=[CH:12][CH:13]=2)[NH:8][C:7]1=[O:15])[CH3:17].